From a dataset of Kinase inhibitor bioactivity data combining Ki, Kd, and IC50 measurements. Regression. Given a target protein amino acid sequence and a drug SMILES string, predict the binding affinity score between them. We predict KIBA score (integrated kinase binding score). Dataset: kiba. (1) The small molecule is Nc1n[nH]c2ccc(-c3nnn(Cc4ccccc4)c3-c3ccc(F)cc3)cc12. The target protein (Q9BZL6) has sequence MATAPSYPAGLPGSPGPGSPPPPGGLELQSPPPLLPQIPAPGSGVSFHIQIGLTREFVLLPAASELAHVKQLACSIVDQKFPECGFYGLYDKILLFKHDPTSANLLQLVRSSGDIQEGDLVEVVLSASATFEDFQIRPHALTVHSYRAPAFCDHCGEMLFGLVRQGLKCDGCGLNYHKRCAFSIPNNCSGARKRRLSSTSLASGHSVRLGTSESLPCTAEELSRSTTELLPRRPPSSSSSSSASSYTGRPIELDKMLLSKVKVPHTFLIHSYTRPTVCQACKKLLKGLFRQGLQCKDCKFNCHKRCATRVPNDCLGEALINGDVPMEEATDFSEADKSALMDESEDSGVIPGSHSENALHASEEEEGEGGKAQSSLGYIPLMRVVQSVRHTTRKSSTTLREGWVVHYSNKDTLRKRHYWRLDCKCITLFQNNTTNRYYKEIPLSEILTVESAQNFSLVPPGTNPHCFEIVTANATYFVGEMPGGTPGGPSGQGAEAARGW.... The KIBA score is 11.1. (2) The compound is O=C(Nc1cccc(Cl)c1)Nc1ncc(CCNc2ncnc3ccsc23)s1. The target protein (P78368) has sequence MDFDKKGGKGETEEGRRMSKAGGGRSSHGIRSSGTSSGVLMVGPNFRVGKKIGCGNFGELRLGKNLYTNEYVAIKLEPIKSRAPQLHLEYRFYKQLSATEGVPQVYYFGPCGKYNAMVLELLGPSLEDLFDLCDRTFTLKTVLMIAIQLITRMEYVHTKSLIYRDVKPENFLVGRPGTKRQHAIHIIDFGLAKEYIDPETKKHIPYREHKSLTGTARYMSINTHLGKEQSRRDDLEALGHMFMYFLRGSLPWQGLKADTLKERYQKIGDTKRATPIEVLCENFPEEMATYLRYVRRLDFFEKPDYDYLRKLFTDLFDRSGFVFDYEYDWAGKPLPTPIGTVHTDLPSQPQLRDKTQPHSKNQALNSTNGELNADDPTAGHSNAPITAPAEVEVADETKCCCFFKRRKRKSLQRHK. The KIBA score is 11.3. (3) The compound is O=C(Nc1cnccn1)Nc1ccnc2ccccc12. The target protein (Q13557) has sequence MASTTTCTRFTDEYQLFEELGKGAFSVVRRCMKIPTGQEYAAKIINTKKLSARDHQKLEREARICRLLKHPNIVRLHDSISEEGFHYLVFDLVTGGELFEDIVAREYYSEADASHCIQQILESVNHCHLNGIVHRDLKPENLLLASKSKGAAVKLADFGLAIEVQGDQQAWFGFAGTPGYLSPEVLRKDPYGKPVDMWACGVILYILLVGYPPFWDEDQHRLYQQIKAGAYDFPSPEWDTVTPEAKDLINKMLTINPAKRITASEALKHPWICQRSTVASMMHRQETVDCLKKFNARRKLKGAILTTMLATRNFSAAKSLLKKPDGVKESTESSNTTIEDEDVKARKQEIIKVTEQLIEAINNGDFEAYTKICDPGLTAFEPEALGNLVEGMDFHRFYFENALSKSNKPIHTIILNPHVHLVGDDAACIAYIRLTQYMDGSGMPKTMQSEETRVWHRRDGKWQNVHFHRSGSPTVPIKPPCIPNGKENFSGGTSLWQNI. The KIBA score is 11.3. (4) The KIBA score is 11.4. The small molecule is COc1cccc(C(=O)Nc2cnc3[nH]cc(-c4ccccc4)c3c2)c1. The target protein (O96013) has sequence MFGKRKKRVEISAPSNFEHRVHTGFDQHEQKFTGLPRQWQSLIEESARRPKPLVDPACITSIQPGAPKTIVRGSKGAKDGALTLLLDEFENMSVTRSNSLRRDSPPPPARARQENGMPEEPATTARGGPGKAGSRGRFAGHSEAGGGSGDRRRAGPEKRPKSSREGSGGPQESSRDKRPLSGPDVGTPQPAGLASGAKLAAGRPFNTYPRADTDHPSRGAQGEPHDVAPNGPSAGGLAIPQSSSSSSRPPTRARGAPSPGVLGPHASEPQLAPPACTPAAPAVPGPPGPRSPQREPQRVSHEQFRAALQLVVDPGDPRSYLDNFIKIGEGSTGIVCIATVRSSGKLVAVKKMDLRKQQRRELLFNEVVIMRDYQHENVVEMYNSYLVGDELWVVMEFLEGGALTDIVTHTRMNEEQIAAVCLAVLQALSVLHAQGVIHRDIKSDSILLTHDGRVKLSDFGFCAQVSKEVPRRKSLVGTPYWMAPELISRLPYGPEVDIWS.... (5) The KIBA score is 12.5. The target protein (Q96RG2) has sequence MEDGGLTAFEEDQRCLSQSLPLPVSAEGPAAQTTAEPSRSFSSAHRHLSRRNGLSRLCQSRTALSEDRWSSYCLSSLAAQNICTSKLHCPAAPEHTDPSEPRGSVSCCSLLRGLSSGWSSPLLPAPVCNPNKAIFTVDAKTTEILVANDKACGLLGYSSQDLIGQKLTQFFLRSDSDVVEALSEEHMEADGHAAVVFGTVVDIISRSGEKIPVSVWMKRMRQERRLCCVVVLEPVERVSTWVAFQSDGTVTSCDSLFAHLHGYVSGEDVAGQHITDLIPSVQLPPSGQHIPKNLKIQRSVGRARDGTTFPLSLKLKSQPSSEEATTGEAAPVSGYRASVWVFCTISGLITLLPDGTIHGINHSFALTLFGYGKTELLGKNITFLIPGFYSYMDLAYNSSLQLPDLASCLDVGNESGCGERTLDPWQGQDPAEGGQDPRINVVLAGGHVVPRDEIRKLMESQDIFTGTQTELIAGGQLLSCLSPQPAPGVDNVPEGSLPVH.... The small molecule is Cc1cccc(NC(=O)Nc2ccc(-c3csc4c(C#CC(C)(C)N)cnc(N)c34)cc2)c1. (6) The compound is Cc1cn2c(-c3cn[nH]c3)cnc2c(Nc2cc(CN3CCC(F)(F)C3)ns2)n1. The target protein (Q16566) has sequence MLKVTVPSCSASSCSSVTASAAPGTASLVPDYWIDGSNRDALSDFFEVESELGRGATSIVYRCKQKGTQKPYALKVLKKTVDKKIVRTEIGVLLRLSHPNIIKLKEIFETPTEISLVLELVTGGELFDRIVEKGYYSERDAADAVKQILEAVAYLHENGIVHRDLKPENLLYATPAPDAPLKIADFGLSKIVEHQVLMKTVCGTPGYCAPEILRGCAYGPEVDMWSVGIITYILLCGFEPFYDERGDQFMFRRILNCEYYFISPWWDEVSLNAKDLVRKLIVLDPKKRLTTFQALQHPWVTGKAANFVHMDTAQKKLQEFNARRKLKAAVKAVVASSRLGSASSSHGSIQESHKASRDPSPIQDGNEDMKAIPEGEKIQGDGAQAAVKGAQAELMKVQALEKVKGADINAEEAPKMVPKAVEDGIKVADLELEEGLAEEKLKTVEEAAAPREGQGSSAVGFEVPQQDVILPEY. The KIBA score is 13.1. (7) The compound is [O-][n+]1ccc2c(-c3ccc(F)cc3Cl)ccnc2c1-c1c(Cl)cccc1Cl. The KIBA score is 11.1. The target protein (Q16620) has sequence MSSWIRWHGPAMARLWGFCWLVVGFWRAAFACPTSCKCSASRIWCSDPSPGIVAFPRLEPNSVDPENITEIFIANQKRLEIINEDDVEAYVGLRNLTIVDSGLKFVAHKAFLKNSNLQHINFTRNKLTSLSRKHFRHLDLSELILVGNPFTCSCDIMWIKTLQEAKSSPDTQDLYCLNESSKNIPLANLQIPNCGLPSANLAAPNLTVEEGKSITLSCSVAGDPVPNMYWDVGNLVSKHMNETSHTQGSLRITNISSDDSGKQISCVAENLVGEDQDSVNLTVHFAPTITFLESPTSDHHWCIPFTVKGNPKPALQWFYNGAILNESKYICTKIHVTNHTEYHGCLQLDNPTHMNNGDYTLIAKNEYGKDEKQISAHFMGWPGIDDGANPNYPDVIYEDYGTAANDIGDTTNRSNEIPSTDVTDKTGREHLSVYAVVVIASVVGFCLLVMLFLLKLARHSKFGMKGPASVISNDDDSASPLHHISNGSNTPSSSEGGPDA....